Dataset: NCI-60 drug combinations with 297,098 pairs across 59 cell lines. Task: Regression. Given two drug SMILES strings and cell line genomic features, predict the synergy score measuring deviation from expected non-interaction effect. (1) Drug 1: C1=CC=C(C=C1)NC(=O)CCCCCCC(=O)NO. Drug 2: C1=NC2=C(N1)C(=S)N=CN2. Cell line: HOP-92. Synergy scores: CSS=29.8, Synergy_ZIP=2.25, Synergy_Bliss=1.14, Synergy_Loewe=-7.59, Synergy_HSA=1.39. (2) Drug 1: CNC(=O)C1=CC=CC=C1SC2=CC3=C(C=C2)C(=NN3)C=CC4=CC=CC=N4. Drug 2: C#CCC(CC1=CN=C2C(=N1)C(=NC(=N2)N)N)C3=CC=C(C=C3)C(=O)NC(CCC(=O)O)C(=O)O. Cell line: UACC-257. Synergy scores: CSS=-1.64, Synergy_ZIP=0.0796, Synergy_Bliss=-1.19, Synergy_Loewe=-2.80, Synergy_HSA=-2.33.